Dataset: Full USPTO retrosynthesis dataset with 1.9M reactions from patents (1976-2016). Task: Predict the reactants needed to synthesize the given product. (1) The reactants are: [Br:1][C:2]1[CH:7]=[C:6]([C:8]([F:17])([C:13]([F:16])([F:15])[F:14])[C:9]([F:12])([F:11])[F:10])[CH:5]=[C:4]([Br:18])[C:3]=1[NH:19][C:20](=[O:31])[C:21]1[CH:26]=[CH:25][CH:24]=[C:23]([NH:27][CH3:28])[C:22]=1[O:29][CH3:30].N1C=CC=CC=1.Cl.[C:39](Cl)(=[O:46])[C:40]1[CH:45]=[CH:44][N:43]=[CH:42][CH:41]=1. Given the product [Br:1][C:2]1[CH:7]=[C:6]([C:8]([F:17])([C:9]([F:12])([F:10])[F:11])[C:13]([F:14])([F:15])[F:16])[CH:5]=[C:4]([Br:18])[C:3]=1[NH:19][C:20]([C:21]1[C:22]([O:29][CH3:30])=[C:23]([N:27]([CH3:28])[C:39]([C:40]2[CH:45]=[CH:44][N:43]=[CH:42][CH:41]=2)=[O:46])[CH:24]=[CH:25][CH:26]=1)=[O:31], predict the reactants needed to synthesize it. (2) Given the product [Cl:1][C:2]1[CH:3]=[C:4]2[C:9](=[C:10]([Cl:12])[CH:11]=1)[CH2:8][N:7]([CH3:13])[CH2:6][C@H:5]2[C:14]1[CH:19]=[CH:18][CH:17]=[CH:16][C:15]=1[NH:20][C:22]([NH:39][CH2:38][CH:37]([O:40][CH2:41][CH3:42])[O:36][CH2:34][CH3:35])=[O:23], predict the reactants needed to synthesize it. The reactants are: [Cl:1][C:2]1[CH:3]=[C:4]2[C:9](=[C:10]([Cl:12])[CH:11]=1)[CH2:8][N:7]([CH3:13])[CH2:6][C@H:5]2[C:14]1[CH:19]=[CH:18][CH:17]=[CH:16][C:15]=1[NH2:20].Cl[C:22](OC1C=CC([N+]([O-])=O)=CC=1)=[O:23].[CH2:34]([O:36][CH:37]([O:40][CH2:41][CH3:42])[CH2:38][NH2:39])[CH3:35]. (3) Given the product [CH2:14]([C@H:6]1[N:5]([CH:16]([CH3:18])[CH3:17])[C:4]2[N:3]=[C:2]([N:28]3[CH:29]=[CH:30][N:31]=[C:27]3[C:24]3[CH:23]=[CH:22][C:21]([C:19]#[N:20])=[CH:26][CH:25]=3)[N:11]=[CH:10][C:9]=2[N:8]([CH3:12])[C:7]1=[O:13])[CH3:15], predict the reactants needed to synthesize it. The reactants are: Cl[C:2]1[N:11]=[CH:10][C:9]2[N:8]([CH3:12])[C:7](=[O:13])[C@@H:6]([CH2:14][CH3:15])[N:5]([CH:16]([CH3:18])[CH3:17])[C:4]=2[N:3]=1.[C:19]([C:21]1[CH:26]=[CH:25][C:24]([C:27]2[NH:28][CH:29]=[CH:30][N:31]=2)=[CH:23][CH:22]=1)#[N:20]. (4) Given the product [CH:1]1([N:6]2[C:11]3=[N:12][C:13]([NH:20][C:21]4[CH:22]=[CH:23][C:24]([N:27]5[CH2:28][CH2:29][N:30]([CH3:33])[CH2:31][CH2:32]5)=[CH:25][CH:26]=4)=[N:14][CH:15]=[C:10]3[CH2:9][NH:8][C:7]2=[O:19])[CH2:5][CH2:4][CH2:3][CH2:2]1, predict the reactants needed to synthesize it. The reactants are: [CH:1]1([N:6]2[C:11]3=[N:12][C:13](S(C)=O)=[N:14][CH:15]=[C:10]3[CH2:9][NH:8][C:7]2=[O:19])[CH2:5][CH2:4][CH2:3][CH2:2]1.[NH2:20][C:21]1[CH:26]=[CH:25][C:24]([N:27]2[CH2:32][CH2:31][N:30]([CH3:33])[CH2:29][CH2:28]2)=[CH:23][CH:22]=1.FC(F)(F)C(O)=O. (5) Given the product [CH3:31][CH:32]([CH3:35])[C:33]#[C:34][C:2]1[CH:23]=[CH:22][C:5]([C:6]([NH:8][S:9]([C:12]2[CH:17]=[CH:16][CH:15]=[CH:14][C:13]=2[S:18](=[O:21])(=[O:20])[NH2:19])(=[O:11])=[O:10])=[O:7])=[CH:4][C:3]=1[CH2:24][O:25][CH2:26][C:27]([F:30])([F:29])[F:28], predict the reactants needed to synthesize it. The reactants are: Br[C:2]1[CH:23]=[CH:22][C:5]([C:6]([NH:8][S:9]([C:12]2[CH:17]=[CH:16][CH:15]=[CH:14][C:13]=2[S:18](=[O:21])(=[O:20])[NH2:19])(=[O:11])=[O:10])=[O:7])=[CH:4][C:3]=1[CH2:24][O:25][CH2:26][C:27]([F:30])([F:29])[F:28].[CH3:31][CH:32]([CH3:35])[C:33]#[CH:34]. (6) Given the product [Cl:1][C:2]1[CH:3]=[CH:4][C:5]([NH:18][CH2:19][CH:20]2[CH2:25][CH2:24][N:23]([CH:29]3[CH2:30][CH2:31][O:26][CH2:27][CH2:28]3)[CH2:22][CH2:21]2)=[C:6]([CH:17]=1)[C:7]([NH:9][C:10]1[CH:15]=[CH:14][C:13]([CH3:16])=[CH:12][N:11]=1)=[O:8], predict the reactants needed to synthesize it. The reactants are: [Cl:1][C:2]1[CH:3]=[CH:4][C:5]([NH:18][CH2:19][CH:20]2[CH2:25][CH2:24][NH:23][CH2:22][CH2:21]2)=[C:6]([CH:17]=1)[C:7]([NH:9][C:10]1[CH:15]=[CH:14][C:13]([CH3:16])=[CH:12][N:11]=1)=[O:8].[O:26]1[CH2:31][CH2:30][C:29](=O)[CH2:28][CH2:27]1.C([BH3-])#N.[Na+]. (7) Given the product [C:21]1([C:19]2[N:20]=[C:16]([C:10]3([CH2:9][NH:8][C:6](=[O:7])[CH2:5][CH2:4][CH2:3][C:2]4[N:1]=[C:31]([C:30]([F:41])([F:40])[F:29])[O:28][N:27]=4)[CH2:15][CH2:14][O:13][CH2:12][CH2:11]3)[S:17][CH:18]=2)[CH:26]=[CH:25][CH:24]=[CH:23][CH:22]=1, predict the reactants needed to synthesize it. The reactants are: [NH2:1][C:2](=[N:27][OH:28])[CH2:3][CH2:4][CH2:5][C:6]([NH:8][CH2:9][C:10]1([C:16]2[S:17][CH:18]=[C:19]([C:21]3[CH:26]=[CH:25][CH:24]=[CH:23][CH:22]=3)[N:20]=2)[CH2:15][CH2:14][O:13][CH2:12][CH2:11]1)=[O:7].[F:29][C:30]([F:41])([F:40])[C:31](O[C:31](=O)[C:30]([F:41])([F:40])[F:29])=O.